This data is from Full USPTO retrosynthesis dataset with 1.9M reactions from patents (1976-2016). The task is: Predict the reactants needed to synthesize the given product. (1) Given the product [ClH:31].[F:1][C:2]1[CH:7]=[CH:6][CH:5]=[C:4]([OH:8])[C:3]=1[C:9]1[N:18]=[C:17]([N:19]2[CH2:24][CH2:23][CH2:22][C@@H:21]([CH2:25][NH:26][C:27](=[O:28])[O:29][CH2:32][CH2:33][O:34][CH3:35])[CH2:20]2)[C:16]2[C:11](=[CH:12][C:13]([CH3:30])=[CH:14][CH:15]=2)[N:10]=1, predict the reactants needed to synthesize it. The reactants are: [F:1][C:2]1[CH:7]=[CH:6][CH:5]=[C:4]([OH:8])[C:3]=1[C:9]1[N:18]=[C:17]([N:19]2[CH2:24][CH2:23][CH2:22][C@@H:21]([CH2:25][NH:26][C:27](=[O:29])[O-:28])[CH2:20]2)[C:16]2[C:11](=[CH:12][C:13]([CH3:30])=[CH:14][CH:15]=2)[N:10]=1.[ClH:31].[CH3:32][CH2:33][O:34][CH2:35]C. (2) Given the product [CH3:9][O:10][C:11](=[O:37])[C:12]1[CH:17]=[CH:16][CH:15]=[C:14]([CH2:18][N:19]2[C:30]3[C:35](=[CH:34][CH:33]=[CH:32][C:31]=3[F:36])/[C:21](=[C:22](\[C:5]3[CH:6]=[CH:7][C:2]([Cl:1])=[CH:3][CH:4]=3)/[C:23]3[CH:28]=[CH:27][CH:26]=[CH:25][CH:24]=3)/[C:20]2=[O:29])[CH:13]=1, predict the reactants needed to synthesize it. The reactants are: [Cl:1][C:2]1[CH:7]=[CH:6][C:5](I)=[CH:4][CH:3]=1.[CH3:9][O:10][C:11](=[O:37])[C:12]1[CH:17]=[CH:16][CH:15]=[C:14]([CH2:18][N:19]([C:30]2[CH:35]=[CH:34][CH:33]=[CH:32][C:31]=2[F:36])[C:20](=[O:29])[C:21]#[C:22][C:23]2[CH:28]=[CH:27][CH:26]=[CH:25][CH:24]=2)[CH:13]=1. (3) Given the product [N:1]1([CH2:7][CH2:8][CH2:9][NH:10][C:21]([C:19]2[S:20][C:13]3[C:14](=[N:15][CH:16]=[CH:17][C:12]=3[Cl:11])[CH:18]=2)=[O:22])[CH2:6][CH2:5][O:4][CH2:3][CH2:2]1, predict the reactants needed to synthesize it. The reactants are: [N:1]1([CH2:7][CH2:8][CH2:9][NH2:10])[CH2:6][CH2:5][O:4][CH2:3][CH2:2]1.[Cl:11][C:12]1[CH:17]=[CH:16][N:15]=[C:14]2[CH:18]=[C:19]([C:21]([O-])=[O:22])[S:20][C:13]=12.[Li+]. (4) Given the product [C:15]1([C:21]2[CH:22]=[CH:25][CH:26]=[CH:27][C:28]=2[CH2:9][CH:3]([CH2:1][CH3:2])[C:4]([OH:6])=[O:5])[CH:20]=[CH:19][CH:18]=[CH:17][CH:16]=1, predict the reactants needed to synthesize it. The reactants are: [CH2:1]([CH:3]([C:9](OCC)=O)[C:4]([O:6]CC)=[O:5])[CH3:2].[Na].[C:15]1([C:21]2[CH:28]=[CH:27][CH:26]=[CH:25][C:22]=2CBr)[CH:20]=[CH:19][CH:18]=[CH:17][CH:16]=1.[OH-].[K+]. (5) The reactants are: [C:1]([NH:4][O:5][CH2:6][CH2:7][NH:8][C:9](=[O:35])[CH2:10][C:11]1[C:16]([C:17]#[N:18])=[CH:15][CH:14]=[C:13]([NH:19][CH2:20][C:21]([F:33])([F:32])[C:22]2[CH:27]=[CH:26][CH:25]=[CH:24][C:23]=2[S:28]([CH3:31])(=[O:30])=[O:29])[C:12]=1[F:34])(=[NH:3])[NH2:2].[ClH:36]. Given the product [ClH:36].[C:1]([NH:4][O:5][CH2:6][CH2:7][NH:8][C:9](=[O:35])[CH2:10][C:11]1[C:16]([C:17]#[N:18])=[CH:15][CH:14]=[C:13]([NH:19][CH2:20][C:21]([F:32])([F:33])[C:22]2[CH:27]=[CH:26][CH:25]=[CH:24][C:23]=2[S:28]([CH3:31])(=[O:30])=[O:29])[C:12]=1[F:34])(=[NH:2])[NH2:3], predict the reactants needed to synthesize it.